This data is from Forward reaction prediction with 1.9M reactions from USPTO patents (1976-2016). The task is: Predict the product of the given reaction. Given the reactants Cl.[CH2:2]([O:9][C:10]([C@@H:12]1[CH2:17][CH2:16][CH2:15][CH2:14][NH:13]1)=[O:11])[C:3]1[CH:8]=[CH:7][CH:6]=[CH:5][CH:4]=1.C(N(CC)CC)C.[F:25][C:26]([F:38])([F:37])[C:27]1[CH:28]=[C:29]([S:33](Cl)(=[O:35])=[O:34])[CH:30]=[CH:31][CH:32]=1, predict the reaction product. The product is: [CH2:2]([O:9][C:10]([C@@H:12]1[CH2:17][CH2:16][CH2:15][CH2:14][N:13]1[S:33]([C:29]1[CH:30]=[CH:31][CH:32]=[C:27]([C:26]([F:25])([F:37])[F:38])[CH:28]=1)(=[O:35])=[O:34])=[O:11])[C:3]1[CH:4]=[CH:5][CH:6]=[CH:7][CH:8]=1.